From a dataset of Merck oncology drug combination screen with 23,052 pairs across 39 cell lines. Regression. Given two drug SMILES strings and cell line genomic features, predict the synergy score measuring deviation from expected non-interaction effect. (1) Drug 1: O=C(O)C1(Cc2cccc(Nc3nccs3)n2)CCC(Oc2cccc(Cl)c2F)CC1. Drug 2: COC1=C2CC(C)CC(OC)C(O)C(C)C=C(C)C(OC(N)=O)C(OC)C=CC=C(C)C(=O)NC(=CC1=O)C2=O. Cell line: NCIH520. Synergy scores: synergy=-2.76. (2) Drug 1: COC12C(COC(N)=O)C3=C(C(=O)C(C)=C(N)C3=O)N1CC1NC12. Drug 2: N#Cc1ccc(Cn2cncc2CN2CCN(c3cccc(Cl)c3)C(=O)C2)cc1. Cell line: LOVO. Synergy scores: synergy=0.757. (3) Drug 1: CCC1(O)CC2CN(CCc3c([nH]c4ccccc34)C(C(=O)OC)(c3cc4c(cc3OC)N(C)C3C(O)(C(=O)OC)C(OC(C)=O)C5(CC)C=CCN6CCC43C65)C2)C1. Drug 2: CNC(=O)c1cc(Oc2ccc(NC(=O)Nc3ccc(Cl)c(C(F)(F)F)c3)cc2)ccn1. Cell line: T47D. Synergy scores: synergy=-8.89. (4) Drug 1: CC1CC2C3CCC4=CC(=O)C=CC4(C)C3(F)C(O)CC2(C)C1(O)C(=O)CO. Drug 2: CC1(c2nc3c(C(N)=O)cccc3[nH]2)CCCN1. Cell line: A2058. Synergy scores: synergy=-14.7. (5) Drug 1: CN(Cc1cnc2nc(N)nc(N)c2n1)c1ccc(C(=O)NC(CCC(=O)O)C(=O)O)cc1. Drug 2: Cn1nnc2c(C(N)=O)ncn2c1=O. Cell line: UACC62. Synergy scores: synergy=-11.4.